This data is from Catalyst prediction with 721,799 reactions and 888 catalyst types from USPTO. The task is: Predict which catalyst facilitates the given reaction. (1) Reactant: [O-]S(OOS([O-])(=O)=O)(=O)=O.[K+].[K+].S(=O)(=O)(O)O.CN(C)C=O.[Br:23][C:24]1[CH2:28][CH:27]([C:29]([NH:31][C:32]2[CH:37]=[CH:36][C:35]([Cl:38])=[CH:34][C:33]=2[C:39](=[O:46])[NH:40][CH:41]([CH:43]2[CH2:45][CH2:44]2)[CH3:42])=[O:30])[N:26]([C:47]2[C:52]([Cl:53])=[CH:51][CH:50]=[CH:49][N:48]=2)[N:25]=1. Product: [Br:23][C:24]1[CH:28]=[C:27]([C:29]([NH:31][C:32]2[CH:37]=[CH:36][C:35]([Cl:38])=[CH:34][C:33]=2[C:39](=[O:46])[NH:40][CH:41]([CH:43]2[CH2:45][CH2:44]2)[CH3:42])=[O:30])[N:26]([C:47]2[C:52]([Cl:53])=[CH:51][CH:50]=[CH:49][N:48]=2)[N:25]=1. The catalyst class is: 6. (2) Reactant: [CH3:1][N:2]([CH3:22])[S:3]([CH:6]1[CH2:11][CH2:10][N:9]([C:12](OCC2C=CC=CC=2)=O)[CH2:8][CH2:7]1)(=[O:5])=[O:4].ClC1[N:29]=[C:28]([N:30]2[CH2:35][CH2:34][O:33][CH2:32][CH2:31]2)[N:27]=[C:26]([N:36]2[C:40]3[CH:41]=[CH:42][CH:43]=[C:44]([O:45][CH3:46])[C:39]=3[N:38]=[C:37]2[CH:47]([F:49])[F:48])[N:25]=1.CCN(C(C)C)C(C)C. Product: [F:49][CH:47]([F:48])[C:37]1[N:36]([C:26]2[N:27]=[C:28]([N:30]3[CH2:31][CH2:32][O:33][CH2:34][CH2:35]3)[N:29]=[C:12]([N:9]3[CH2:8][CH2:7][CH:6]([S:3]([N:2]([CH3:1])[CH3:22])(=[O:4])=[O:5])[CH2:11][CH2:10]3)[N:25]=2)[C:40]2[CH:41]=[CH:42][CH:43]=[C:44]([O:45][CH3:46])[C:39]=2[N:38]=1. The catalyst class is: 403. (3) Product: [Br:1][C:2]1[CH:3]=[C:4]2[C:8](=[CH:9][CH:10]=1)[CH:7]([CH3:11])[NH:6][CH2:5]2. The catalyst class is: 201. Reactant: [Br:1][C:2]1[CH:3]=[C:4]2[C:8](=[CH:9][CH:10]=1)[CH:7]([CH3:11])[N:6](S(C1C=CC(C)=CC=1)(=O)=O)[CH2:5]2.C1(O)C=CC=CC=1.C(O)(=O)CC.[H-].[Na+]. (4) Reactant: [NH2:1][C:2]1[C:6]2[N:7]=[C:8]([C:10](=[O:21])[NH:11][C:12]([CH3:20])([C:14]3[CH:19]=[CH:18][CH:17]=[CH:16][CH:15]=3)[CH3:13])[S:9][C:5]=2[N:4]([C:22]([O:24][C:25]([CH3:28])([CH3:27])[CH3:26])=[O:23])[N:3]=1.Cl.Cl.[N:31]1([C:37]2[CH:45]=[CH:44][C:40]([C:41](Cl)=[O:42])=[CH:39][CH:38]=2)[CH2:36][CH2:35][O:34][CH2:33][CH2:32]1.[Cl-].[Na+]. Product: [CH3:13][C:12]([NH:11][C:10]([C:8]1[S:9][C:5]2[N:4]([C:22]([O:24][C:25]([CH3:28])([CH3:27])[CH3:26])=[O:23])[N:3]=[C:2]([NH:1][C:41](=[O:42])[C:40]3[CH:39]=[CH:38][C:37]([N:31]4[CH2:36][CH2:35][O:34][CH2:33][CH2:32]4)=[CH:45][CH:44]=3)[C:6]=2[N:7]=1)=[O:21])([C:14]1[CH:19]=[CH:18][CH:17]=[CH:16][CH:15]=1)[CH3:20]. The catalyst class is: 17. (5) Reactant: O[C:2]1[C:10]([NH:11][C:12](=[O:19])[C:13]2[CH:18]=[CH:17][N:16]=[CH:15][CH:14]=2)=[CH:9][CH:8]=[CH:7][C:3]=1[C:4]([OH:6])=[O:5].O.C1(C)C=CC(S(O)(=O)=O)=CC=1.C1(C)C(C)=CC=CC=1.C(=O)([O-])[O-].[K+].[K+]. Product: [N:16]1[CH:15]=[CH:14][C:13]([C:12]2[O:19][C:2]3[C:3]([C:4]([OH:6])=[O:5])=[CH:7][CH:8]=[CH:9][C:10]=3[N:11]=2)=[CH:18][CH:17]=1. The catalyst class is: 13. (6) Reactant: [CH3:1][O:2][C:3]([C@@H:5]1[CH2:10][CH2:9][CH2:8][N:7]([C:11](=[O:29])[C@@H:12]([NH:14][C:15](=[O:28])[C@@H:16]([NH:20]C(OC(C)(C)C)=O)[CH:17]([CH3:19])[CH3:18])[CH3:13])[NH:6]1)=[O:4].FC(F)(F)S(O[Si](C)(C)C)(=O)=O.C(N(CC)C(C)C)(C)C. The catalyst class is: 4. Product: [CH3:1][O:2][C:3]([C@@H:5]1[CH2:10][CH2:9][CH2:8][N:7]([C:11](=[O:29])[C@@H:12]([NH:14][C:15](=[O:28])[C@@H:16]([NH2:20])[CH:17]([CH3:18])[CH3:19])[CH3:13])[NH:6]1)=[O:4]. (7) Reactant: [CH2:1]([O:3][C:4]1[CH:13]=[C:12]2[C:7]([C:8]([C:25]([O:27][CH3:28])=[O:26])=[C:9]([CH3:24])[C:10]([C:14]3[CH:19]=[CH:18][CH:17]=[C:16]([C:20]([F:23])([F:22])[F:21])[CH:15]=3)=[N:11]2)=[CH:6][C:5]=1[S:29]([CH2:32][CH3:33])(=[O:31])=[O:30])[CH3:2].[Br:34]N1C(=O)CCC1=O. Product: [Br:34][CH2:24][C:9]1[C:10]([C:14]2[CH:19]=[CH:18][CH:17]=[C:16]([C:20]([F:23])([F:21])[F:22])[CH:15]=2)=[N:11][C:12]2[C:7]([C:8]=1[C:25]([O:27][CH3:28])=[O:26])=[CH:6][C:5]([S:29]([CH2:32][CH3:33])(=[O:31])=[O:30])=[C:4]([O:3][CH2:1][CH3:2])[CH:13]=2. The catalyst class is: 53.